This data is from Serine/threonine kinase 33 screen with 319,792 compounds. The task is: Binary Classification. Given a drug SMILES string, predict its activity (active/inactive) in a high-throughput screening assay against a specified biological target. (1) The drug is Clc1c(CC(=O)N\N=C(\c2cccnc2)C)c(F)ccc1. The result is 0 (inactive). (2) The molecule is Fc1cc(c2[nH]ncc2CN2CC(CCC2)C(=O)c2cc3OCOc3cc2)ccc1. The result is 0 (inactive). (3) The drug is O=C(NCCN1CCCCC1)/C(=C/c1oc(c2c([N+]([O-])=O)cccc2)cc1)C#N. The result is 0 (inactive).